This data is from Reaction yield outcomes from USPTO patents with 853,638 reactions. The task is: Predict the reaction yield, written as a fraction of the theoretical maximum amount of product (1.0 means a 100% yield; for example, 0.34 means a 34% yield). (1) The reactants are Cl[C:2]([O:4][CH2:5][CH:6]=[CH2:7])=[O:3].[NH2:8][C@H:9]([C:13]([OH:15])=[O:14])[CH:10]([CH3:12])[CH3:11].C(=O)([O-])[O-].[K+].[K+]. The catalyst is O.C1COCC1. The product is [CH2:5]([O:4][C:2]([NH:8][C@@H:9]([CH:10]([CH3:12])[CH3:11])[C:13]([OH:15])=[O:14])=[O:3])[CH:6]=[CH2:7]. The yield is 1.00. (2) The reactants are [Cl:1][C:2]1[CH:11]=[CH:10][C:5]([C:6]([O:8][CH3:9])=[O:7])=[CH:4][C:3]=1[CH3:12].[Br:13]N1C(=O)CCC1=O.C(OOC(=O)C1C=CC=CC=1)(=O)C1C=CC=CC=1. The catalyst is C(Cl)(Cl)(Cl)Cl. The product is [Br:13][CH2:12][C:3]1[CH:4]=[C:5]([CH:10]=[CH:11][C:2]=1[Cl:1])[C:6]([O:8][CH3:9])=[O:7]. The yield is 0.530. (3) The product is [F:22][C:19]1[CH:18]=[CH:17][C:16]([C:6]2[C:7]3[C:12](=[CH:11][CH:10]=[C:9]([C:13]([NH:23][CH2:24][C:25]4[CH:30]=[CH:29][CH:28]=[CH:27][N:26]=4)=[O:14])[CH:8]=3)[NH:4][N:5]=2)=[CH:21][CH:20]=1. The catalyst is N1C=CC=CC=1. The reactants are C([N:4]1[C:12]2[C:7](=[CH:8][C:9]([C:13](Cl)=[O:14])=[CH:10][CH:11]=2)[C:6]([C:16]2[CH:21]=[CH:20][C:19]([F:22])=[CH:18][CH:17]=2)=[N:5]1)(=O)C.[NH2:23][CH2:24][C:25]1[CH:30]=[CH:29][CH:28]=[CH:27][N:26]=1. The yield is 0.320.